This data is from NCI-60 drug combinations with 297,098 pairs across 59 cell lines. The task is: Regression. Given two drug SMILES strings and cell line genomic features, predict the synergy score measuring deviation from expected non-interaction effect. (1) Drug 1: C1=C(C(=O)NC(=O)N1)N(CCCl)CCCl. Drug 2: CS(=O)(=O)CCNCC1=CC=C(O1)C2=CC3=C(C=C2)N=CN=C3NC4=CC(=C(C=C4)OCC5=CC(=CC=C5)F)Cl. Cell line: UACC-257. Synergy scores: CSS=-6.21, Synergy_ZIP=-2.10, Synergy_Bliss=-3.99, Synergy_Loewe=-8.33, Synergy_HSA=-7.91. (2) Cell line: HCC-2998. Drug 2: C1CNP(=O)(OC1)N(CCCl)CCCl. Synergy scores: CSS=16.4, Synergy_ZIP=-5.98, Synergy_Bliss=-8.19, Synergy_Loewe=7.73, Synergy_HSA=-3.04. Drug 1: C#CCC(CC1=CN=C2C(=N1)C(=NC(=N2)N)N)C3=CC=C(C=C3)C(=O)NC(CCC(=O)O)C(=O)O. (3) Drug 1: CC12CCC3C(C1CCC2=O)CC(=C)C4=CC(=O)C=CC34C. Drug 2: C1=NC2=C(N1)C(=S)N=C(N2)N. Cell line: RXF 393. Synergy scores: CSS=34.7, Synergy_ZIP=-5.55, Synergy_Bliss=-4.55, Synergy_Loewe=-3.71, Synergy_HSA=-1.72. (4) Drug 1: CC1=C2C(C(=O)C3(C(CC4C(C3C(C(C2(C)C)(CC1OC(=O)C(C(C5=CC=CC=C5)NC(=O)OC(C)(C)C)O)O)OC(=O)C6=CC=CC=C6)(CO4)OC(=O)C)O)C)O. Drug 2: CC=C1C(=O)NC(C(=O)OC2CC(=O)NC(C(=O)NC(CSSCCC=C2)C(=O)N1)C(C)C)C(C)C. Cell line: NCI-H226. Synergy scores: CSS=42.3, Synergy_ZIP=-0.266, Synergy_Bliss=0.205, Synergy_Loewe=-12.8, Synergy_HSA=-0.661. (5) Drug 1: CC(CN1CC(=O)NC(=O)C1)N2CC(=O)NC(=O)C2. Drug 2: C1=NC2=C(N=C(N=C2N1C3C(C(C(O3)CO)O)F)Cl)N. Cell line: SW-620. Synergy scores: CSS=37.9, Synergy_ZIP=-8.56, Synergy_Bliss=-3.16, Synergy_Loewe=-3.65, Synergy_HSA=-0.679. (6) Drug 1: C1CN1P(=S)(N2CC2)N3CC3. Drug 2: CC(C)NC(=O)C1=CC=C(C=C1)CNNC.Cl. Cell line: NCI-H522. Synergy scores: CSS=3.79, Synergy_ZIP=-5.53, Synergy_Bliss=-3.29, Synergy_Loewe=-7.73, Synergy_HSA=-4.68.